From a dataset of Full USPTO retrosynthesis dataset with 1.9M reactions from patents (1976-2016). Predict the reactants needed to synthesize the given product. (1) The reactants are: [Cl:1][C:2]1[C:7]([C:8]([CH2:10][CH2:11][OH:12])=[CH2:9])=[CH:6][C:5]([C:13]#[N:14])=[CH:4][C:3]=1[NH:15][C:16](=[O:22])[O:17][C:18]([CH3:21])([CH3:20])[CH3:19]. Given the product [Cl:1][C:2]1[C:7]([CH:8]([CH2:10][CH2:11][OH:12])[CH3:9])=[CH:6][C:5]([C:13]#[N:14])=[CH:4][C:3]=1[NH:15][C:16](=[O:22])[O:17][C:18]([CH3:21])([CH3:20])[CH3:19], predict the reactants needed to synthesize it. (2) Given the product [Br:1][C:2]1[CH:3]=[CH:4][C:5]([O:11][C:12]([F:13])([F:14])[F:15])=[C:6]([CH2:7][NH2:8])[CH:10]=1, predict the reactants needed to synthesize it. The reactants are: [Br:1][C:2]1[CH:3]=[CH:4][C:5]([O:11][C:12]([F:15])([F:14])[F:13])=[C:6]([CH:10]=1)[CH:7]=[N:8]O. (3) Given the product [C:1]([C:3]1[CH:4]=[CH:5][C:6]([C:9]2[S:13][C:12]([C:14]([NH:63][C@@H:64]([CH:69]3[CH2:74][CH2:73][CH2:72][CH2:71][CH2:70]3)[C:65]([O:67][CH3:68])=[O:66])=[O:16])=[C:11]([NH:17][C:18]([NH:20][C:21]3[C:22]([Cl:28])=[CH:23][CH:24]=[CH:25][C:26]=3[Cl:27])=[O:19])[CH:10]=2)=[CH:7][CH:8]=1)#[N:2], predict the reactants needed to synthesize it. The reactants are: [C:1]([C:3]1[CH:8]=[CH:7][C:6]([C:9]2[S:13][C:12]([C:14]([OH:16])=O)=[C:11]([NH:17][C:18]([NH:20][C:21]3[C:26]([Cl:27])=[CH:25][CH:24]=[CH:23][C:22]=3[Cl:28])=[O:19])[CH:10]=2)=[CH:5][CH:4]=1)#[N:2].CN(C(ON1N=NC2C=CC=NC1=2)=[N+](C)C)C.F[P-](F)(F)(F)(F)F.CCN(C(C)C)C(C)C.Cl.[NH2:63][C@@H:64]([CH:69]1[CH2:74][CH2:73][CH2:72][CH2:71][CH2:70]1)[C:65]([O:67][CH3:68])=[O:66]. (4) The reactants are: [Br:1]P(Br)Br.O[CH:6]([C:8]1[CH:9]=[C:10]([C:25]([N:27]2[CH2:31][CH2:30][CH2:29][CH2:28]2)=[O:26])[CH:11]=[C:12]2[C:17]=1[O:16][C:15]([N:18]1[CH2:23][CH2:22][O:21][CH2:20][CH2:19]1)=[CH:14][C:13]2=[O:24])[CH3:7]. Given the product [Br:1][CH:6]([C:8]1[CH:9]=[C:10]([C:25]([N:27]2[CH2:28][CH2:29][CH2:30][CH2:31]2)=[O:26])[CH:11]=[C:12]2[C:17]=1[O:16][C:15]([N:18]1[CH2:19][CH2:20][O:21][CH2:22][CH2:23]1)=[CH:14][C:13]2=[O:24])[CH3:7], predict the reactants needed to synthesize it. (5) The reactants are: [C:1]1([CH2:7][CH2:8][CH:9]([OH:19])[CH2:10][CH2:11][C:12]2[CH:17]=[CH:16][C:15]([CH3:18])=[CH:14][CH:13]=2)[CH:6]=[CH:5][CH:4]=[CH:3][CH:2]=1.[H-].[Na+].Cl[S:23]([N:26]=C=O)(=[O:25])=[O:24].C(O)=O. Given the product [S:23](=[O:25])(=[O:24])([O:19][CH:9]([CH2:10][CH2:11][C:12]1[CH:13]=[CH:14][C:15]([CH3:18])=[CH:16][CH:17]=1)[CH2:8][CH2:7][C:1]1[CH:6]=[CH:5][CH:4]=[CH:3][CH:2]=1)[NH2:26], predict the reactants needed to synthesize it.